Dataset: Forward reaction prediction with 1.9M reactions from USPTO patents (1976-2016). Task: Predict the product of the given reaction. (1) Given the reactants [NH2:1][C:2]1[C:11]2[O:12][CH2:13][O:14][C:10]=2[CH:9]=[C:8]2[C:3]=1[C:4](=[O:20])[C:5]([C:17]([OH:19])=[O:18])=[N:6][N:7]2[CH2:15][CH3:16].[N:21]([O-])=O.[Na+].[ClH:25], predict the reaction product. The product is: [Cl-:25].[C:17]([C:5]1[C:4](=[O:20])[C:3]2[C:2]([N+:1]#[N:21])=[C:11]3[O:12][CH2:13][O:14][C:10]3=[CH:9][C:8]=2[N:7]([CH2:15][CH3:16])[N:6]=1)([OH:19])=[O:18]. (2) The product is: [F:31][C:28]1[CH:27]=[N:26][C:25]([NH:1][CH2:2][C@@H:3]2[C@H:8]([CH3:9])[CH2:7][CH2:6][CH2:5][N:4]2[C:10]([C:12]2[CH:17]=[C:16]([CH3:18])[CH:15]=[CH:14][C:13]=2[N:19]2[N:23]=[CH:22][CH:21]=[N:20]2)=[O:11])=[N:30][CH:29]=1. Given the reactants [NH2:1][CH2:2][C@@H:3]1[C@H:8]([CH3:9])[CH2:7][CH2:6][CH2:5][N:4]1[C:10]([C:12]1[CH:17]=[C:16]([CH3:18])[CH:15]=[CH:14][C:13]=1[N:19]1[N:23]=[CH:22][CH:21]=[N:20]1)=[O:11].Cl[C:25]1[N:30]=[CH:29][C:28]([F:31])=[CH:27][N:26]=1, predict the reaction product.